Dataset: Peptide-MHC class I binding affinity with 185,985 pairs from IEDB/IMGT. Task: Regression. Given a peptide amino acid sequence and an MHC pseudo amino acid sequence, predict their binding affinity value. This is MHC class I binding data. (1) The binding affinity (normalized) is 0. The peptide sequence is HSKKKCDDL. The MHC is HLA-A11:01 with pseudo-sequence HLA-A11:01. (2) The peptide sequence is MQWNSTTFH. The MHC is HLA-A11:01 with pseudo-sequence HLA-A11:01. The binding affinity (normalized) is 0.195. (3) The MHC is Mamu-A01 with pseudo-sequence Mamu-A01. The binding affinity (normalized) is 0.698. The peptide sequence is SSPPAYVQQIP. (4) The peptide sequence is IVMGNGTLV. The MHC is HLA-A02:01 with pseudo-sequence HLA-A02:01. The binding affinity (normalized) is 0.362. (5) The peptide sequence is SLRPNDIVY. The MHC is HLA-B58:01 with pseudo-sequence HLA-B58:01. The binding affinity (normalized) is 0.0847.